The task is: Predict the reaction yield, written as a fraction of the theoretical maximum amount of product (1.0 means a 100% yield; for example, 0.34 means a 34% yield).. This data is from Reaction yield outcomes from USPTO patents with 853,638 reactions. (1) The reactants are [C:1]([O:5][C:6]([NH:8][C@H:9]([C:13]1[CH:18]=[CH:17][C:16]([OH:19])=[CH:15][CH:14]=1)[C:10]([OH:12])=[O:11])=[O:7])([CH3:4])([CH3:3])[CH3:2].[H-].[Na+].[CH3:22][C:23]1([CH3:34])[O:27][C@@H:26]([CH2:28]OS(C)(=O)=O)[CH2:25][O:24]1.Cl. The catalyst is CN(C)C=O.O.C(OCC)(=O)C. The product is [C:1]([O:5][C:6]([NH:8][C@H:9]([C:13]1[CH:18]=[CH:17][C:16]([O:19][CH2:28][C@H:26]2[CH2:25][O:24][C:23]([CH3:34])([CH3:22])[O:27]2)=[CH:15][CH:14]=1)[C:10]([OH:12])=[O:11])=[O:7])([CH3:4])([CH3:2])[CH3:3]. The yield is 0.980. (2) The reactants are OC1C=CC([C:8]2[C:9](=[O:23])[C:10]([CH3:22])([CH3:21])[O:11][C:12]=2[C:13]2[CH:18]=[CH:17][C:16]([O:19][CH3:20])=[CH:15][CH:14]=2)=CC=1.C(=O)([O-])[O-].[Cs+].[Cs+].CN(C=O)C.ClCC1C(C)=CC(C)=CN=1. The catalyst is O. The product is [CH3:20][O:19][C:16]1[CH:15]=[CH:14][C:13]([C:12]2[O:11][C:10]([CH3:21])([CH3:22])[C:9](=[O:23])[CH:8]=2)=[CH:18][CH:17]=1. The yield is 0.653. (3) The reactants are [CH2:1]([C:7]1[CH:8]=[C:9]([C:13]2[N:17]([CH3:18])[C:16]([C:19]([OH:21])=O)=[C:15]([I:22])[N:14]=2)[CH:10]=[CH:11][CH:12]=1)[CH2:2][CH2:3][CH2:4][CH2:5][CH3:6].CN(C(ON1N=NC2C=CC=NC1=2)=[N+](C)C)C.F[P-](F)(F)(F)(F)F.CCN(CC)CC.[N:54]1([CH:59]2[CH2:64][CH2:63][NH:62][CH2:61][CH2:60]2)[CH2:58][CH2:57][CH2:56][CH2:55]1. The catalyst is CN(C=O)C. The product is [CH2:1]([C:7]1[CH:8]=[C:9]([C:13]2[N:17]([CH3:18])[C:16]([C:19]([N:62]3[CH2:63][CH2:64][CH:59]([N:54]4[CH2:58][CH2:57][CH2:56][CH2:55]4)[CH2:60][CH2:61]3)=[O:21])=[C:15]([I:22])[N:14]=2)[CH:10]=[CH:11][CH:12]=1)[CH2:2][CH2:3][CH2:4][CH2:5][CH3:6]. The yield is 0.900. (4) The reactants are [Li+].[OH-:2].C([O:5][C:6](=[O:23])[CH2:7][NH:8][CH2:9][C:10]1[CH:15]=[CH:14][C:13]([O:16][C:17]2[CH:22]=[CH:21][CH:20]=[CH:19][CH:18]=2)=[CH:12][CH:11]=1)C. The catalyst is C1COCC1.CO.O. The product is [O:16]([C:13]1[CH:14]=[CH:15][C:10]([C:9]([NH:8][CH2:7][C:6]([OH:5])=[O:23])=[O:2])=[CH:11][CH:12]=1)[C:17]1[CH:22]=[CH:21][CH:20]=[CH:19][CH:18]=1. The yield is 0.914. (5) The reactants are COC(=O)[CH:4]([C:17]#[N:18])[C:5]1([CH3:16])[C:14]2[C:9](=[CH:10][CH:11]=[C:12]([F:15])[CH:13]=2)[O:8][CH2:7][CH2:6]1.[Cl-].[Na+]. The catalyst is CS(C)=O.O. The product is [F:15][C:12]1[CH:13]=[C:14]2[C:9](=[CH:10][CH:11]=1)[O:8][CH2:7][CH2:6][C:5]2([CH2:4][C:17]#[N:18])[CH3:16]. The yield is 0.870.